From a dataset of Experimentally validated miRNA-target interactions with 360,000+ pairs, plus equal number of negative samples. Binary Classification. Given a miRNA mature sequence and a target amino acid sequence, predict their likelihood of interaction. (1) The miRNA is hsa-miR-378d with sequence ACUGGACUUGGAGUCAGAAA. The protein sequence of the target gene is MSRLLPLLGSRTARSLRPGPAAAPRLPSWCCCGRGLLALGVPGGPRLLGTHPKKEPMEALNTAQGARDFIYSLHSTERSCLLKELHRFESIAIAQEKLEALPPTPGQLRYVFFHNAIPFVGFGFLDNAIMIVAGTQIELSIGIILGISTMAAAALGNLVSDLAGLGLAGYVEALASRLGLSIPDLTPKQVDMWQTRVSTHLGKAVGVTIGCILGMFPLIFFGGSEEDEKLETTN. Result: 0 (no interaction). (2) The miRNA is hsa-miR-8088 with sequence CCUCGGUACUGGAAAGGGGUA. The protein sequence of the target gene is MTVFLSFAFFAAILTHIGCSNQRRSPENGGRRYNRIQHGQCAYTFILPEHDGNCRESATEQYNTNALQRDAPHVETDFSSQKLQHLEHVMENYTQWLQKLENYIVENMKSEMAQIQQNAVQNHTATMLEIGTSLLSQTAEQTRKLTDVETQVLNQTSRLEIQLLENSLSTYELEKQLLQQTNEILKIQEKNSLLEHKILEMEGKHKEELDTLKEEKENLQGLVTRQTFIIQELEKQLSRATSNNSVLQKQQLELMDTVHNLVSLCTKEVLLKGGKREEEKPFRDCADVYQAGFNKSGIYT.... Result: 0 (no interaction). (3) The protein sequence of the target gene is MPRKGTQPSTARRREEGPPPPSPDGASSDAEPEPPSGRTESPATAAETASEELDNRSLEEILNSIPPPPPPAMTNEAGAPRLMITHIVNQNFKSYAGEKILGPFHKRFSCIIGPNGSGKSNVIDSMLFVFGYRAQKIRSKKLSVLIHNSDEHKDIQSCTVEVHFQKIIDKEGDDYEVIPNSNFYVSRTACRDNTSVYHISGKKKTFKDVGNLLRSHGIDLDHNRFLILQGEVEQIAMMKPKGQTEHDEGMLEYLEDIIGCGRLNEPIKVLCRRVEILNEHRGEKLNRVKMVEKEKDALEG.... Result: 1 (interaction). The miRNA is hsa-miR-6807-5p with sequence GUGAGCCAGUGGAAUGGAGAGG. (4) The miRNA is hsa-miR-520c-3p with sequence AAAGUGCUUCCUUUUAGAGGGU. The protein sequence of the target gene is MADEEMDGAERMDVSPEPPLAPQRPASWWDQQVDFYTAFLHHLAQLVPEIYFAEMDPDLEKQEESVQMSILTPLEWYLFGEDPDICLEKLKHSGAFQLCGKVFKSGETTYSCRDCAIDPTCVLCMDCFQSSVHKNHRYKMHTSTGGGFCDCGDTEAWKTGPFCVDHEPGRAGTTKESLHCPLNEEVIAQARRIFPSVIKYIVEMTIWEEEKELPPELQIREKNERYYCVLFNDEHHSYDHVIYSLQRALDCELAEAQLHTTAIDKEGRRAVKAGVYATCQEAKEDIKSHSENVSQHPLHV.... Result: 0 (no interaction). (5) Result: 0 (no interaction). The miRNA is hsa-miR-939-3p with sequence CCCUGGGCCUCUGCUCCCCAG. The protein sequence of the target gene is MVTPALQMKKPKQFCRRMGQKKQRPARAGQPHSSSDAAQAPAEQPHSSSDAAQAPCPRERCLGPPTTPGPYRSIYFSSPKGHLTRLGLEFFDQPAVPLARAFLGQVLVRRLPNGTELRGRIVETEAYLGPEDEAAHSRGGRQTPRNRGMFMKPGTLYVYIIYGMYFCMNISSQGDGACVLLRALEPLEGLETMRQLRSTLRKGTASRVLKDRELCSGPSKLCQALAINKSFDQRDLAQDEAVWLERGPLEPSEPAVVAAARVGVGHAGEWARKPLRFYVRGSPWVSVVDRVAEQDTQA.